From a dataset of Catalyst prediction with 721,799 reactions and 888 catalyst types from USPTO. Predict which catalyst facilitates the given reaction. (1) Reactant: [CH3:1][N:2]([CH2:16][C:17]1[CH:18]=[C:19]2[C:24](=[CH:25][CH:26]=1)[N:23]=[CH:22][CH:21]=[N:20]2)[C:3]([C:5]1[S:6][C:7]([CH:10]([OH:15])[C:11]([F:14])([F:13])[F:12])=[CH:8][N:9]=1)=[O:4].CC(OI1(OC(C)=O)(OC(C)=O)OC(=O)C2C=CC=CC1=2)=O. Product: [CH3:1][N:2]([CH2:16][C:17]1[CH:18]=[C:19]2[C:24](=[CH:25][CH:26]=1)[N:23]=[CH:22][CH:21]=[N:20]2)[C:3]([C:5]1[S:6][C:7]([C:10](=[O:15])[C:11]([F:14])([F:13])[F:12])=[CH:8][N:9]=1)=[O:4]. The catalyst class is: 2. (2) The catalyst class is: 470. Reactant: [C:1]([O:9][CH2:10][CH:11]1[CH:18]2[CH:14]([O:15][C:16](=[O:19])[CH2:17]2)[CH:13](SC2C=CC=CC=2)[O:12]1)(=[O:8])[C:2]1[CH:7]=[CH:6][CH:5]=[CH:4][CH:3]=1. Product: [C:1]([O:9][CH2:10][C@@H:11]1[C@@H:18]2[C@@H:14]([O:15][C:16](=[O:19])[CH2:17]2)[CH2:13][O:12]1)(=[O:8])[C:2]1[CH:7]=[CH:6][CH:5]=[CH:4][CH:3]=1. (3) Reactant: Br[C:2]1[CH:11]=[CH:10][C:5]([C:6]([O:8][CH3:9])=[O:7])=[C:4]([F:12])[CH:3]=1.[O:13]1[CH2:18][CH2:17][NH:16][S:15](=[O:20])(=[O:19])[CH2:14]1.CC1(C)C2C(=C(P(C3C=CC=CC=3)C3C=CC=CC=3)C=CC=2)OC2C(P(C3C=CC=CC=3)C3C=CC=CC=3)=CC=CC1=2.C(=O)([O-])[O-].[Cs+].[Cs+]. Product: [O:19]=[S:15]1(=[O:20])[N:16]([C:2]2[CH:11]=[CH:10][C:5]([C:6]([O:8][CH3:9])=[O:7])=[C:4]([F:12])[CH:3]=2)[CH2:17][CH2:18][O:13][CH2:14]1. The catalyst class is: 160. (4) Reactant: C([O:4][C:5]1[CH:35]=[CH:34][C:8]([CH2:9][N:10]2[C:15](=[O:16])[C:14]([C:17]3[CH:22]=[CH:21][C:20]([F:23])=[CH:19][CH:18]=3)=[C:13]([C:24]3[CH:29]=[CH:28][C:27]([S:30]([CH3:33])(=[O:32])=[O:31])=[CH:26][CH:25]=3)[CH:12]=[N:11]2)=[CH:7][CH:6]=1)(=O)C.O.[OH-].[Li+].CO.C(O)(=O)CC(CC(O)=O)(C(O)=O)O. Product: [OH:4][C:5]1[CH:35]=[CH:34][C:8]([CH2:9][N:10]2[C:15](=[O:16])[C:14]([C:17]3[CH:18]=[CH:19][C:20]([F:23])=[CH:21][CH:22]=3)=[C:13]([C:24]3[CH:29]=[CH:28][C:27]([S:30]([CH3:33])(=[O:32])=[O:31])=[CH:26][CH:25]=3)[CH:12]=[N:11]2)=[CH:7][CH:6]=1. The catalyst class is: 20. (5) Reactant: [CH2:1]([N:4]1[CH2:9][CH2:8][N:7]([C:10]2[N:15]=[CH:14][C:13](N)=[CH:12][CH:11]=2)[CH2:6][CH2:5]1)[CH:2]=[CH2:3].[CH:17]([C:20]1[CH:25]=[CH:24][C:23]([S:26](Cl)(=[O:28])=[O:27])=[CH:22][CH:21]=1)([CH3:19])[CH3:18].C([N:32](CC)CC)C. Product: [CH2:1]([N:4]1[CH2:9][CH2:8][N:7]([C:10]2[N:15]=[CH:14][C:13]([C:24]3[CH:25]=[C:20]([CH:17]([CH3:19])[CH3:18])[CH:21]=[CH:22][C:23]=3[S:26]([NH2:32])(=[O:28])=[O:27])=[CH:12][CH:11]=2)[CH2:6][CH2:5]1)[CH:2]=[CH2:3]. The catalyst class is: 7. (6) Reactant: C[Si]([N-][Si](C)(C)C)(C)C.[K+].[NH2:11][C:12]1[CH:21]=[CH:20][C:19]([C:22]([C:24]2[N:32]3[C:27]([CH:28]=[CH:29][CH:30]=[CH:31]3)=[C:26]([OH:33])[C:25]=2[CH3:34])=[O:23])=[CH:18][C:13]=1[C:14]([O:16][CH3:17])=[O:15].[C:35]([O:39][C:40](=[O:51])[CH2:41][O:42][C:43]1[CH:48]=[CH:47][CH:46]=[C:45]([CH2:49]Br)[CH:44]=1)([CH3:38])([CH3:37])[CH3:36].S([O-])(O)(=O)=O.[K+]. Product: [NH2:11][C:12]1[CH:21]=[CH:20][C:19]([C:22]([C:24]2[N:32]3[C:27]([CH:28]=[CH:29][CH:30]=[CH:31]3)=[C:26]([O:33][CH2:49][C:45]3[CH:46]=[CH:47][CH:48]=[C:43]([O:42][CH2:41][C:40]([O:39][C:35]([CH3:38])([CH3:37])[CH3:36])=[O:51])[CH:44]=3)[C:25]=2[CH3:34])=[O:23])=[CH:18][C:13]=1[C:14]([O:16][CH3:17])=[O:15]. The catalyst class is: 7. (7) Product: [OH:4][CH2:5][C@@H:6]1[CH2:8][C@H:7]1[C:9]#[C:10][C:11]#[C:12][C:13]1[CH:14]=[CH:15][C:16]([C:17]([OH:19])=[O:18])=[CH:21][CH:22]=1. The catalyst class is: 20. Reactant: C([O:4][CH2:5][C@@H:6]1[CH2:8][C@H:7]1[C:9]#[C:10][C:11]#[C:12][C:13]1[CH:22]=[CH:21][C:16]([C:17]([O:19]C)=[O:18])=[CH:15][CH:14]=1)(=O)C.[OH-].[Na+].